The task is: Predict the reactants needed to synthesize the given product.. This data is from Full USPTO retrosynthesis dataset with 1.9M reactions from patents (1976-2016). (1) The reactants are: [F:1][C:2]([F:23])([C:16]1[CH:21]=[CH:20][C:19]([F:22])=[CH:18][N:17]=1)[C:3]1[NH:12][C:11](=O)[C:10]2[C:5](=[CH:6][C:7]([O:14][CH3:15])=[CH:8][CH:9]=2)[N:4]=1.CCN(C(C)C)C(C)C.P(Cl)(Cl)([Cl:35])=O. Given the product [Cl:35][C:11]1[C:10]2[C:5](=[CH:6][C:7]([O:14][CH3:15])=[CH:8][CH:9]=2)[N:4]=[C:3]([C:2]([F:23])([F:1])[C:16]2[CH:21]=[CH:20][C:19]([F:22])=[CH:18][N:17]=2)[N:12]=1, predict the reactants needed to synthesize it. (2) Given the product [N:22]1[C:23]2[C:18](=[CH:17][C:16]([CH2:15][C:12]3[N:10]4[N:11]=[C:6]([C:4](=[O:3])[CH3:5])[CH:7]=[CH:8][C:9]4=[N:14][N:13]=3)=[CH:25][CH:24]=2)[CH:19]=[CH:20][CH:21]=1, predict the reactants needed to synthesize it. The reactants are: C([O:3][C:4]([C:6]1[CH:7]=[CH:8][C:9]2[N:10]([C:12]([CH2:15][C:16]3[CH:17]=[C:18]4[C:23](=[CH:24][CH:25]=3)[N:22]=[CH:21][CH:20]=[CH:19]4)=[N:13][N:14]=2)[N:11]=1)=[CH2:5])C.Cl.C([O-])(O)=O.[Na+]. (3) Given the product [Cl:16][C:17]1[CH:24]=[CH:23][C:20]([CH2:21][NH:22][C:8]([C:7]2[C:2]([OH:1])=[C:3]3[S:15][CH:14]=[CH:13][C:4]3=[N:5][CH:6]=2)=[O:10])=[CH:19][CH:18]=1, predict the reactants needed to synthesize it. The reactants are: [OH:1][C:2]1[C:7]([C:8]([O:10]CC)=O)=[CH:6][N:5]=[C:4]2[CH:13]=[CH:14][S:15][C:3]=12.[Cl:16][C:17]1[CH:24]=[CH:23][C:20]([CH2:21][NH2:22])=[CH:19][CH:18]=1.